This data is from Catalyst prediction with 721,799 reactions and 888 catalyst types from USPTO. The task is: Predict which catalyst facilitates the given reaction. (1) Reactant: [Br:1][C:2]1[S:6][C:5]([C:7]2[CH:12]=[CH:11][CH:10]=[CH:9][CH:8]=2)=[N:4][CH:3]=1.[Br:13]Br. Product: [Br:13][C:3]1[N:4]=[C:5]([C:7]2[CH:12]=[CH:11][CH:10]=[CH:9][CH:8]=2)[S:6][C:2]=1[Br:1]. The catalyst class is: 22. (2) Reactant: Cl.[NH2:2][C@H:3]([C:11]1[CH:16]=[CH:15][CH:14]=[CH:13][CH:12]=1)[C:4]([O:6][C:7]([CH3:10])([CH3:9])[CH3:8])=[O:5].Br[CH2:18][CH2:19][CH2:20][C:21]([O:23][CH2:24][CH3:25])=[O:22].C([O-])([O-])=O.[K+].[K+]. Product: [C:7]([O:6][C:4](=[O:5])[C@H:3]([NH:2][CH2:18][CH2:19][CH2:20][C:21]([O:23][CH2:24][CH3:25])=[O:22])[C:11]1[CH:12]=[CH:13][CH:14]=[CH:15][CH:16]=1)([CH3:10])([CH3:9])[CH3:8]. The catalyst class is: 210. (3) Reactant: [CH3:1][C:2]1[CH:3]=[C:4]2[C:8](=[C:9]([N+:11]([O-:13])=[O:12])[CH:10]=1)[NH:7][C:6]([C:14]1[CH:19]=[CH:18][CH:17]=[CH:16][CH:15]=1)=[CH:5]2.[O:20](C(OC(C)(C)C)=O)[C:21]([O:23][C:24]([CH3:27])([CH3:26])[CH3:25])=O. Product: [C:21]([N:7]1[C:8]2[C:4](=[CH:3][C:2]([CH3:1])=[CH:10][C:9]=2[N+:11]([O-:13])=[O:12])[CH:5]=[C:6]1[C:14]1[CH:15]=[CH:16][CH:17]=[CH:18][CH:19]=1)([O:23][C:24]([CH3:27])([CH3:26])[CH3:25])=[O:20]. The catalyst class is: 142. (4) Reactant: [NH2:1][C:2]1[S:3][C:4]2[C:9]([N:10]=1)=[CH:8][CH:7]=[C:6]([O:11][C:12]1[CH:13]=[CH:14][C:15]([F:33])=[C:16]([NH:18][C:19](=[O:32])[C:20]3[CH:25]=[CH:24][CH:23]=[C:22]([C:26]4([C:29]#[N:30])[CH2:28][CH2:27]4)[C:21]=3[Cl:31])[CH:17]=1)[N:5]=2.[CH3:34][CH:35]([CH3:39])[C:36](Cl)=[O:37].O. Product: [Cl:31][C:21]1[C:22]([C:26]2([C:29]#[N:30])[CH2:28][CH2:27]2)=[CH:23][CH:24]=[CH:25][C:20]=1[C:19]([NH:18][C:16]1[CH:17]=[C:12]([O:11][C:6]2[N:5]=[C:4]3[S:3][C:2]([NH:1][C:36](=[O:37])[CH:35]([CH3:39])[CH3:34])=[N:10][C:9]3=[CH:8][CH:7]=2)[CH:13]=[CH:14][C:15]=1[F:33])=[O:32]. The catalyst class is: 341. (5) Reactant: [C:1]([C:3]1[CH:8]=[N:7][N:6]2[CH:9]=[C:10](C(O)=O)[C:11]([CH3:12])=[C:5]2[C:4]=1[NH:16][C:17]1[CH:22]=[CH:21][C:20]([O:23][C:24]2[CH:29]=[CH:28][CH:27]=[CH:26][C:25]=2[O:30][CH3:31])=[CH:19][CH:18]=1)#[N:2].CC[N:34](CC)CC.C1C=CC(P(N=[N+]=[N-])(C2C=CC=CC=2)=O)=CC=1.[N:56]1(CCO)[CH2:61][CH2:60][O:59][CH2:58][CH2:57]1.[CH3:65][CH2:66][O:67][C:68](C)=[O:69]. Product: [N:56]1([CH2:65][CH2:66][O:67][C:68](=[O:69])[NH:34][C:10]2[C:11]([CH3:12])=[C:5]3[C:4]([NH:16][C:17]4[CH:22]=[CH:21][C:20]([O:23][C:24]5[CH:29]=[CH:28][CH:27]=[CH:26][C:25]=5[O:30][CH3:31])=[CH:19][CH:18]=4)=[C:3]([C:1]#[N:2])[CH:8]=[N:7][N:6]3[CH:9]=2)[CH2:61][CH2:60][O:59][CH2:58][CH2:57]1. The catalyst class is: 12.